This data is from Peptide-MHC class II binding affinity with 134,281 pairs from IEDB. The task is: Regression. Given a peptide amino acid sequence and an MHC pseudo amino acid sequence, predict their binding affinity value. This is MHC class II binding data. (1) The peptide sequence is LKDLWDYMLNSTGGI. The MHC is DRB5_0101 with pseudo-sequence DRB5_0101. The binding affinity (normalized) is 0.557. (2) The peptide sequence is LFGKKNLIPSSASPW. The MHC is HLA-DQA10201-DQB10301 with pseudo-sequence HLA-DQA10201-DQB10301. The binding affinity (normalized) is 0.680.